From a dataset of Catalyst prediction with 721,799 reactions and 888 catalyst types from USPTO. Predict which catalyst facilitates the given reaction. (1) Reactant: [CH3:1][S:2][CH2:3][CH2:4][O:5][CH2:6][C:7]1[CH:15]=[CH:14][CH:13]=[C:12]2[C:8]=1[CH:9]=[CH:10][N:11]2[C:16]1[CH:21]=[CH:20][N:19]=[C:18](SC)[N:17]=1.C1C=C(Cl)C=C(C(OO)=O)C=1.[NH2:35][CH:36]1[CH2:41][CH2:40][CH:39]([N:42]([CH3:47])[S:43]([CH3:46])(=[O:45])=[O:44])[CH2:38][CH2:37]1.CCN(C(C)C)C(C)C. Product: [CH3:47][N:42]([CH:39]1[CH2:40][CH2:41][CH:36]([NH:35][C:18]2[N:17]=[C:16]([N:11]3[C:12]4[C:8](=[C:7]([CH2:6][O:5][CH2:4][CH2:3][S:2][CH3:1])[CH:15]=[CH:14][CH:13]=4)[CH:9]=[CH:10]3)[CH:21]=[CH:20][N:19]=2)[CH2:37][CH2:38]1)[S:43]([CH3:46])(=[O:44])=[O:45]. The catalyst class is: 2. (2) Reactant: [CH:1]1([NH:4][C:5]([NH:7][C:8]2[CH:13]=[CH:12][C:11]([O:14][C:15]3[CH:20]=[CH:19][N:18]=[C:17]4[CH:21]=[C:22]([C:24]5[CH:29]=[CH:28][C:27]([CH2:30][N:31]6[CH2:36][CH2:35][NH:34][CH2:33][CH2:32]6)=[CH:26][N:25]=5)[S:23][C:16]=34)=[C:10]([F:37])[CH:9]=2)=[O:6])[CH2:3][CH2:2]1.CCN(C(C)C)C(C)C.Cl[CH2:48][CH2:49][C:50]1[NH:54][N:53]=[N:52][N:51]=1.CO.O. Product: [NH:51]1[C:50]([CH2:49][CH2:48][N:34]2[CH2:33][CH2:32][N:31]([CH2:30][C:27]3[CH:28]=[CH:29][C:24]([C:22]4[S:23][C:16]5[C:17](=[N:18][CH:19]=[CH:20][C:15]=5[O:14][C:11]5[CH:12]=[CH:13][C:8]([NH:7][C:5]([NH:4][CH:1]6[CH2:3][CH2:2]6)=[O:6])=[CH:9][C:10]=5[F:37])[CH:21]=4)=[N:25][CH:26]=3)[CH2:36][CH2:35]2)=[N:54][N:53]=[N:52]1. The catalyst class is: 58. (3) Reactant: [S:1]1[CH:5]=[CH:4][C:3]([N:6]2[C:14]3[C:9](=[CH:10][CH:11]=[CH:12][CH:13]=3)[CH:8]=[CH:7]2)=[CH:2]1.ClN1C(=[O:21])CCC1=O. Product: [S:1]1[CH:5]=[CH:4][C:3]([N:6]2[C:14]3[C:9](=[CH:10][CH:11]=[CH:12][CH:13]=3)[CH2:8][C:7]2=[O:21])=[CH:2]1. The catalyst class is: 4. (4) Reactant: [Br:1][C:2]1[CH:3]=[C:4]([CH:6]=[C:7]([F:9])[CH:8]=1)[NH2:5].[N:10]1[C:15]([CH3:16])=CC=C[C:11]=1[CH3:17].Cl[CH2:19][CH2:20][S:21](Cl)(=[O:23])=[O:22].[OH2:25]. Product: [Br:1][C:2]1[CH:3]=[C:4]([NH:5][S:21]([CH2:20][CH2:19][N:10]2[CH2:11][CH2:17][O:25][CH2:16][CH2:15]2)(=[O:23])=[O:22])[CH:6]=[C:7]([F:9])[CH:8]=1. The catalyst class is: 2. (5) Reactant: [CH3:1][N:2]1[CH:7]2[CH2:8][CH2:9][CH:3]1[CH2:4][C:5](=[CH:10][C:11]([C:18]1[S:19][CH:20]=[CH:21][CH:22]=1)([C:13]1[S:14][CH:15]=[CH:16][CH:17]=1)[OH:12])[CH2:6]2.C[I:24].[C:25]([O-])([O-])=O.[K+].[K+]. Product: [I-:24].[OH:12][C:11]([C:18]1[S:19][CH:20]=[CH:21][CH:22]=1)([C:13]1[S:14][CH:15]=[CH:16][CH:17]=1)[CH:10]=[C:5]1[CH2:4][CH:3]2[N+:2]([CH3:25])([CH3:1])[CH:7]([CH2:8][CH2:9]2)[CH2:6]1. The catalyst class is: 496. (6) The catalyst class is: 107. Product: [C:1]1([C@H:13]2[C@H:17]([C:18]3[C:26]4[C:21](=[CH:22][CH:23]=[CH:24][CH:25]=4)[NH:20][CH:19]=3)[C:16](=[O:27])[NH:15][C:14]2=[O:28])[C:11]2=[C:12]3[C:7](=[CH:8][CH:9]=[CH:10]2)[CH2:6][CH2:5][CH2:4][N:3]3[CH:2]=1. Reactant: [C:1]1([C@H:13]2[C@@H:17]([C:18]3[C:26]4[C:21](=[CH:22][CH:23]=[CH:24][CH:25]=4)[NH:20][CH:19]=3)[C:16](=[O:27])[NH:15][C:14]2=[O:28])[C:11]2=[C:12]3[C:7](=[CH:8][CH:9]=[CH:10]2)[CH2:6][CH2:5][CH2:4][N:3]3[CH:2]=1.CC(C)([O-])C.[K+].C(OCC)(=O)C.